Dataset: Forward reaction prediction with 1.9M reactions from USPTO patents (1976-2016). Task: Predict the product of the given reaction. (1) Given the reactants [F:1][C:2]1[CH:7]=[C:6]([NH2:8])[CH:5]=[CH:4][C:3]=1[NH:9][CH2:10][CH2:11][N:12]1[CH2:17][CH2:16][CH2:15][CH2:14][CH2:13]1.C[Al](C)C.[NH:22](/[C:26](/[CH3:32])=[CH:27]\[C:28](OC)=[O:29])[C:23]([CH3:25])=O, predict the reaction product. The product is: [F:1][C:2]1[CH:7]=[C:6]([N:8]2[C:28](=[O:29])[CH:27]=[C:26]([CH3:32])[N:22]=[C:23]2[CH3:25])[CH:5]=[CH:4][C:3]=1[NH:9][CH2:10][CH2:11][N:12]1[CH2:17][CH2:16][CH2:15][CH2:14][CH2:13]1. (2) Given the reactants [Cl:1][C:2]1[N:7]=[C:6]([NH:8][CH2:9][CH2:10][NH:11][C:12](=[O:18])[O:13][C:14]([CH3:17])([CH3:16])[CH3:15])[C:5]([C:19]#[C:20][CH:21]([O:25][CH2:26][CH3:27])[O:22][CH2:23][CH3:24])=[CH:4][N:3]=1.CCCC[N+](CCCC)(CCCC)CCCC.[F-], predict the reaction product. The product is: [Cl:1][C:2]1[N:3]=[CH:4][C:5]2[CH:19]=[C:20]([CH:21]([O:22][CH2:23][CH3:24])[O:25][CH2:26][CH3:27])[N:8]([CH2:9][CH2:10][NH:11][C:12](=[O:18])[O:13][C:14]([CH3:16])([CH3:17])[CH3:15])[C:6]=2[N:7]=1. (3) The product is: [CH3:8][O:9][CH2:10][O:12][C:13]1[C:22]([C:23]#[N:24])=[C:21]2[C:16]([CH:17]=[CH:18][C:19]([CH3:25])=[N:20]2)=[CH:15][CH:14]=1. Given the reactants C(N(CC)CC)C.[CH3:8][O:9][CH2:10]Cl.[OH:12][C:13]1[C:22]([C:23]#[N:24])=[C:21]2[C:16]([CH:17]=[CH:18][C:19]([CH3:25])=[N:20]2)=[CH:15][CH:14]=1, predict the reaction product. (4) Given the reactants Cl.[Cl:2][C:3]1[CH:12]=[C:11]2[C:6]([C:7]([NH:13][C:14]3[CH:15]=[CH:16][C:17]([N:22]4[CH2:27][CH2:26][O:25][CH2:24][CH2:23]4)=[C:18](CO)[CH:19]=3)=[CH:8][CH:9]=[N:10]2)=[CH:5][CH:4]=1.S(Cl)(Cl)=O.[CH3:32][N:33]([CH3:38])[CH2:34][CH2:35]NC.CN1[C:44](=[O:45])CCC1, predict the reaction product. The product is: [Cl:2][C:3]1[CH:12]=[C:11]2[C:6]([C:7]([NH:13][C:14]3[CH:15]=[CH:16][C:17]([N:22]4[CH2:23][CH2:24][O:25][CH2:26][CH2:27]4)=[C:18]([CH2:32][N:33]4[CH2:38][CH2:44][O:45][CH2:35][CH2:34]4)[CH:19]=3)=[CH:8][CH:9]=[N:10]2)=[CH:5][CH:4]=1. (5) The product is: [NH2:1][C:2]1[N:7]=[C:6]([N:8]2[C@H:13]([CH3:14])[CH2:12][CH2:11][C@H:10]([C:15]([NH:17][CH2:18][C:19]3[CH:24]=[CH:23][C:22]([O:25][CH3:26])=[CH:21][CH:20]=3)=[O:16])[CH2:9]2)[CH:5]=[C:4]([C:27]2[CH:28]=[C:29]3[C:30]([C:33]([NH2:34])=[N:48][NH:49]3)=[CH:31][CH:32]=2)[N:3]=1. Given the reactants [NH2:1][C:2]1[N:7]=[C:6]([N:8]2[C@H:13]([CH3:14])[CH2:12][CH2:11][C@H:10]([C:15]([NH:17][CH2:18][C:19]3[CH:24]=[CH:23][C:22]([O:25][CH3:26])=[CH:21][CH:20]=3)=[O:16])[CH2:9]2)[CH:5]=[C:4]([C:27]2[CH:32]=[CH:31][C:30]([C:33]#[N:34])=[C:29](F)[CH:28]=2)[N:3]=1.CCO.CCN(C(C)C)C(C)C.[NH2:48][NH2:49], predict the reaction product. (6) Given the reactants C[Si]([N-][Si](C)(C)C)(C)C.[Na+].[CH2:11]([N:18]1[CH2:23][CH2:22][N:21]([CH2:24][C:25]#[N:26])[C@H:20]([CH3:27])[CH2:19]1)[C:12]1[CH:17]=[CH:16][CH:15]=[CH:14][CH:13]=1.[C:28]([C:30]1[S:31][C:32]2[CH:38]=[CH:37][C:36]([O:39][CH3:40])=[CH:35][C:33]=2[N:34]=1)#[N:29].C1C[O:44]CC1, predict the reaction product. The product is: [C:11]([N:18]1[CH2:23][CH2:22][N:21]([CH:24]([C:25]#[N:26])[C:28]([C:30]2[S:31][C:32]3[CH:38]=[CH:37][C:36]([O:39][CH3:40])=[CH:35][C:33]=3[N:34]=2)=[NH:29])[C@H:20]([CH3:27])[CH2:19]1)(=[O:44])[C:12]1[CH:13]=[CH:14][CH:15]=[CH:16][CH:17]=1. (7) Given the reactants C[O:2][C:3]([C:5]1[C:10]([C:11](OC)=[O:12])=[CH:9][CH:8]=[CH:7][N:6]=1)=O.[BH4-].[Na+].CC(C)=O.CCOC(C)=O, predict the reaction product. The product is: [N:6]1[CH:7]=[CH:8][CH:9]=[C:10]([CH2:11][OH:12])[C:5]=1[CH2:3][OH:2]. (8) Given the reactants [F:1][C:2]1[CH:3]=[C:4]([NH2:28])[CH:5]=[CH:6][C:7]=1[O:8][C:9]1[CH:14]=[CH:13][N:12]=[C:11]2[CH:15]=[C:16]([C:18]#[C:19][CH2:20][N:21]3[CH2:26][CH2:25][N:24]([CH3:27])[CH2:23][CH2:22]3)[S:17][C:10]=12.[F:29][C:30]1[CH:35]=[CH:34][C:33]([N:36]2[C:41](=[O:42])[C:40]([C:43](O)=[O:44])=[CH:39][C:38]([CH3:46])=[N:37]2)=[CH:32][CH:31]=1, predict the reaction product. The product is: [F:1][C:2]1[CH:3]=[C:4]([NH:28][C:43]([C:40]2[C:41](=[O:42])[N:36]([C:33]3[CH:34]=[CH:35][C:30]([F:29])=[CH:31][CH:32]=3)[N:37]=[C:38]([CH3:46])[CH:39]=2)=[O:44])[CH:5]=[CH:6][C:7]=1[O:8][C:9]1[CH:14]=[CH:13][N:12]=[C:11]2[CH:15]=[C:16]([C:18]#[C:19][CH2:20][N:21]3[CH2:22][CH2:23][N:24]([CH3:27])[CH2:25][CH2:26]3)[S:17][C:10]=12. (9) Given the reactants C([O:5][C:6]([NH:8][C:9]1([C:13]2[CH:18]=[CH:17][C:16]([C:19]3[C:28]([C:29]4[CH:34]=[CH:33][CH:32]=[CH:31][CH:30]=4)=[CH:27][C:26]4[C:25](=O)[C:24]([CH3:40])([C:36](OC)=[O:37])[CH2:23][CH2:22][C:21]=4[N:20]=3)=[CH:15][CH:14]=2)[CH2:12][CH2:11][CH2:10]1)=O)(C)(C)C.[OH2:41].[NH2:42][NH2:43], predict the reaction product. The product is: [C:9]([O:41][C:6](=[O:5])[NH:8][C:9]1([C:13]2[CH:18]=[CH:17][C:16]([C:19]3[C:28]([C:29]4[CH:30]=[CH:31][CH:32]=[CH:33][CH:34]=4)=[CH:27][C:26]4[C:25]5=[N:42][NH:43][C:36](=[O:37])[C:24]5([CH3:40])[CH2:23][CH2:22][C:21]=4[N:20]=3)=[CH:15][CH:14]=2)[CH2:12][CH2:11][CH2:10]1)([CH3:13])([CH3:12])[CH3:10]. (10) Given the reactants C(=O)([O-])[O-].[Cs+].[Cs+].[Cl:7][C:8]1[CH:9]=[CH:10][C:11]([C:15]([F:18])([F:17])[F:16])=[C:12]([OH:14])[CH:13]=1.Br[CH2:20][C:21]([N:23]1[CH2:29][CH2:28][C@H:27]2[CH2:30][N:31]([C:33]([O:35][C:36]([CH3:39])([CH3:38])[CH3:37])=[O:34])[CH2:32][C@H:26]2[CH2:25][CH2:24]1)=[O:22], predict the reaction product. The product is: [Cl:7][C:8]1[CH:9]=[CH:10][C:11]([C:15]([F:16])([F:17])[F:18])=[C:12]([CH:13]=1)[O:14][CH2:20][C:21]([N:23]1[CH2:24][CH2:25][C@H:26]2[CH2:32][N:31]([C:33]([O:35][C:36]([CH3:39])([CH3:38])[CH3:37])=[O:34])[CH2:30][C@H:27]2[CH2:28][CH2:29]1)=[O:22].